This data is from Reaction yield outcomes from USPTO patents with 853,638 reactions. The task is: Predict the reaction yield, written as a fraction of the theoretical maximum amount of product (1.0 means a 100% yield; for example, 0.34 means a 34% yield). (1) The reactants are C(OC(=O)[NH:7][C:8]1[CH:9]=[N:10][C:11]([Br:15])=[CH:12][C:13]=1[I:14])(C)(C)C.FC(F)(F)C(O)=O. The catalyst is ClCCl. The product is [Br:15][C:11]1[N:10]=[CH:9][C:8]([NH2:7])=[C:13]([I:14])[CH:12]=1. The yield is 0.980. (2) The reactants are [Cl:1][C:2]1[CH:8]=[C:7]([O:9][C:10]2[C:19]3[C:14](=[CH:15][C:16]([O:22][CH3:23])=[C:17]([O:20][CH3:21])[CH:18]=3)[N:13]=[CH:12][N:11]=2)[CH:6]=[CH:5][C:3]=1[NH2:4].Cl[C:25](Cl)([O:27]C(=O)OC(Cl)(Cl)Cl)Cl.[NH2:36][C:37]1[CH:42]=[CH:41][C:40]([Cl:43])=[CH:39][N:38]=1.C(=O)([O-])O.[Na+]. The catalyst is C(Cl)(Cl)Cl.C(N(CC)CC)C. The product is [Cl:1][C:2]1[CH:8]=[C:7]([O:9][C:10]2[C:19]3[C:14](=[CH:15][C:16]([O:22][CH3:23])=[C:17]([O:20][CH3:21])[CH:18]=3)[N:13]=[CH:12][N:11]=2)[CH:6]=[CH:5][C:3]=1[NH:4][C:25]([NH:36][C:37]1[CH:42]=[CH:41][C:40]([Cl:43])=[CH:39][N:38]=1)=[O:27]. The yield is 0.530. (3) The reactants are [F:1][C:2]([F:39])([F:38])[C:3]1[CH:8]=[CH:7][C:6]([N:9]2[CH2:14][CH2:13][CH:12]([O:15][C:16]3[N:17]=[CH:18][C:19]([C:22]([NH:24][CH:25]4[CH2:30][CH2:29][N:28](C(OC(C)(C)C)=O)[CH2:27][CH2:26]4)=[O:23])=[N:20][CH:21]=3)[CH2:11][CH2:10]2)=[CH:5][CH:4]=1.[ClH:40]. The yield is 0.990. The product is [ClH:40].[ClH:40].[NH:28]1[CH2:29][CH2:30][CH:25]([NH:24][C:22]([C:19]2[CH:18]=[N:17][C:16]([O:15][CH:12]3[CH2:11][CH2:10][N:9]([C:6]4[CH:7]=[CH:8][C:3]([C:2]([F:39])([F:1])[F:38])=[CH:4][CH:5]=4)[CH2:14][CH2:13]3)=[CH:21][N:20]=2)=[O:23])[CH2:26][CH2:27]1. The catalyst is O1CCOCC1.